Dataset: NCI-60 drug combinations with 297,098 pairs across 59 cell lines. Task: Regression. Given two drug SMILES strings and cell line genomic features, predict the synergy score measuring deviation from expected non-interaction effect. Drug 1: C1CC(C1)(C(=O)O)C(=O)O.[NH2-].[NH2-].[Pt+2]. Drug 2: C1=NC2=C(N=C(N=C2N1C3C(C(C(O3)CO)O)F)Cl)N. Cell line: SN12C. Synergy scores: CSS=20.3, Synergy_ZIP=-3.65, Synergy_Bliss=3.06, Synergy_Loewe=-26.4, Synergy_HSA=-2.54.